This data is from Peptide-MHC class II binding affinity with 134,281 pairs from IEDB. The task is: Regression. Given a peptide amino acid sequence and an MHC pseudo amino acid sequence, predict their binding affinity value. This is MHC class II binding data. (1) The peptide sequence is VYGIFYATSFLDLYR. The MHC is HLA-DPA10201-DPB10101 with pseudo-sequence HLA-DPA10201-DPB10101. The binding affinity (normalized) is 1.00. (2) The peptide sequence is GSDPKKLVLNIKYTR. The MHC is HLA-DQA10501-DQB10201 with pseudo-sequence HLA-DQA10501-DQB10201. The binding affinity (normalized) is 0.0304. (3) The peptide sequence is YKKLRTSSFALNLPT. The MHC is HLA-DPA10201-DPB11401 with pseudo-sequence HLA-DPA10201-DPB11401. The binding affinity (normalized) is 0.752. (4) The binding affinity (normalized) is 0.596. The MHC is DRB1_0101 with pseudo-sequence DRB1_0101. The peptide sequence is QKSGVTLVPIVDGRS. (5) The peptide sequence is SVCNKVKGLKVFNTR. The MHC is DRB5_0101 with pseudo-sequence DRB5_0101. The binding affinity (normalized) is 0.589. (6) The MHC is DRB5_0101 with pseudo-sequence DRB5_0101. The binding affinity (normalized) is 0.220. The peptide sequence is VLEEKLEKEDFTRGK. (7) The peptide sequence is QKYVNNTATLLMTSL. The MHC is DRB1_1501 with pseudo-sequence DRB1_1501. The binding affinity (normalized) is 0.366.